Dataset: Catalyst prediction with 721,799 reactions and 888 catalyst types from USPTO. Task: Predict which catalyst facilitates the given reaction. (1) Reactant: C[Si](C)(C)N[Si](C)(C)C.[CH3:10][O:11][C:12]1[CH:13]=[C:14]([C:18](=O)[CH3:19])[CH:15]=[CH:16][CH:17]=1.[C:21]([CH2:23][C:24]([O:26][CH2:27][CH3:28])=[O:25])#[N:22].C(Cl)Cl. Product: [C:21]([C:23](=[C:18]([C:14]1[CH:15]=[CH:16][CH:17]=[C:12]([O:11][CH3:10])[CH:13]=1)[CH3:19])[C:24]([O:26][CH2:27][CH3:28])=[O:25])#[N:22]. The catalyst class is: 86. (2) Reactant: [CH2:1]([O:8][CH2:9][CH2:10][NH:11][C:12]1[N:17]=[C:16]([O:18][CH3:19])[C:15]([N+:20]([O-])=O)=[C:14]([O:23][CH3:24])[N:13]=1)[C:2]1[CH:7]=[CH:6][CH:5]=[CH:4][CH:3]=1. Product: [CH2:1]([O:8][CH2:9][CH2:10][NH:11][C:12]1[N:13]=[C:14]([O:23][CH3:24])[C:15]([NH2:20])=[C:16]([O:18][CH3:19])[N:17]=1)[C:2]1[CH:7]=[CH:6][CH:5]=[CH:4][CH:3]=1. The catalyst class is: 183. (3) The catalyst class is: 289. Product: [C:18]([O:17][C:15]([NH:14][C@H:13]([C:22]([NH:38][CH2:39][CH2:40][NH:41][C:42]([O:43][C:44]([CH3:47])([CH3:46])[CH3:45])=[O:48])=[O:24])[CH2:12][NH:11][C:9](=[O:10])[O:8][CH2:1][C:2]1[CH:3]=[CH:4][CH:5]=[CH:6][CH:7]=1)=[O:16])([CH3:19])([CH3:20])[CH3:21]. Reactant: [CH2:1]([O:8][C:9]([NH:11][CH2:12][C@@H:13]([C:22]([OH:24])=O)[NH:14][C:15]([O:17][C:18]([CH3:21])([CH3:20])[CH3:19])=[O:16])=[O:10])[C:2]1[CH:7]=[CH:6][CH:5]=[CH:4][CH:3]=1.C1(NC2CCCCC2)CCCCC1.[NH2:38][CH2:39][CH2:40][NH:41][C:42](=[O:48])[O:43][C:44]([CH3:47])([CH3:46])[CH3:45].C(Cl)CCl.C1C=CC2N(O)N=NC=2C=1. (4) Reactant: CS(C)=O.C(Cl)(=O)C(Cl)=O.[CH2:11]([O:14][C@@H:15]1[C@@H:23]([CH2:24][OH:25])[O:22][C@H:21]2[C@H:17]([N:18]=[C:19]([N:26]([CH3:34])[C:27](=[O:33])[O:28][C:29]([CH3:32])([CH3:31])[CH3:30])[S:20]2)[C@H:16]1[O:35][CH2:36][CH:37]=[CH2:38])[CH:12]=[CH2:13].C(N(CC)CC)C. Product: [CH2:11]([O:14][C@@H:15]1[C@@H:23]([CH:24]=[O:25])[O:22][C@H:21]2[C@H:17]([N:18]=[C:19]([N:26]([CH3:34])[C:27](=[O:33])[O:28][C:29]([CH3:30])([CH3:31])[CH3:32])[S:20]2)[C@H:16]1[O:35][CH2:36][CH:37]=[CH2:38])[CH:12]=[CH2:13]. The catalyst class is: 4. (5) Product: [CH3:1][O:2][C:3](=[O:15])[C:4]1[CH:9]=[C:8]([S:10]([CH3:13])(=[O:12])=[O:11])[CH:7]=[C:6]([NH:14][C:37]([O:36][C:32]([CH3:35])([CH3:34])[CH3:33])=[O:38])[CH:5]=1. The catalyst class is: 12. Reactant: [CH3:1][O:2][C:3](=[O:15])[C:4]1[CH:9]=[C:8]([S:10]([CH3:13])(=[O:12])=[O:11])[CH:7]=[C:6]([NH2:14])[CH:5]=1.C(N(CC)CC)C.CN(C1C=CC=CN=1)C.[C:32]([O:36][C:37](O[C:37]([O:36][C:32]([CH3:35])([CH3:34])[CH3:33])=[O:38])=[O:38])([CH3:35])([CH3:34])[CH3:33].